From a dataset of Forward reaction prediction with 1.9M reactions from USPTO patents (1976-2016). Predict the product of the given reaction. (1) The product is: [C:26]([O:19][CH2:18][CH:10]1[CH2:9][C:8]([C:5]2[CH:6]=[CH:7][C:2]([Cl:1])=[C:3]([C:21]([F:22])([F:23])[F:24])[CH:4]=2)([CH3:20])[C:13]([C:14]([O:16][CH3:17])=[O:15])=[CH:12][CH2:11]1)([CH3:36])([CH3:31])[CH3:27]. Given the reactants [Cl:1][C:2]1[CH:7]=[CH:6][C:5]([C:8]2([CH3:20])[C:13]([C:14]([O:16][CH3:17])=[O:15])=[CH:12][CH2:11][CH:10]([CH2:18][OH:19])[CH2:9]2)=[CH:4][C:3]=1[C:21]([F:24])([F:23])[F:22].O.[C:26]1([CH3:36])[CH:31]=CC(S(O)(=O)=O)=C[CH:27]=1.CC(=C)C, predict the reaction product. (2) Given the reactants [C:1](Cl)(Cl)=[O:2].[NH2:5][CH2:6][C:7]1[CH:33]=[CH:32][CH:31]=[CH:30][C:8]=1[CH2:9][O:10][C:11]1[CH:16]=[C:15]([CH3:17])[N:14]([CH2:18][C:19]2[CH:24]=[CH:23][C:22]([O:25][CH3:26])=[C:21]([Cl:27])[CH:20]=2)[C:13](=[O:28])[C:12]=1[Cl:29].C([O-])(O)=O.[Na+].[NH2:39][C:40]1[N:44]([C:45]2[CH:50]=[CH:49][C:48]([OH:51])=[CH:47][CH:46]=2)[N:43]=[C:42]([C:52]([CH3:55])([CH3:54])[CH3:53])[CH:41]=1, predict the reaction product. The product is: [C:52]([C:42]1[CH:41]=[C:40]([NH:39][C:1]([NH:5][CH2:6][C:7]2[CH:33]=[CH:32][CH:31]=[CH:30][C:8]=2[CH2:9][O:10][C:11]2[CH:16]=[C:15]([CH3:17])[N:14]([CH2:18][C:19]3[CH:24]=[CH:23][C:22]([O:25][CH3:26])=[C:21]([Cl:27])[CH:20]=3)[C:13](=[O:28])[C:12]=2[Cl:29])=[O:2])[N:44]([C:45]2[CH:50]=[CH:49][C:48]([OH:51])=[CH:47][CH:46]=2)[N:43]=1)([CH3:55])([CH3:54])[CH3:53]. (3) Given the reactants [Br:1]Br.[CH3:3][C:4]12[CH2:14][CH:8]3[CH2:9][C:10]([CH3:13])([CH2:12][C:6]([C:15]([OH:17])=[O:16])([CH2:7]3)[CH2:5]1)[CH2:11]2.Cl.[O-]S([O-])=O.[Na+].[Na+], predict the reaction product. The product is: [Br:1][C:8]12[CH2:7][C:6]3([C:15]([OH:17])=[O:16])[CH2:12][C:10]([CH3:13])([CH2:11][C:4]([CH3:3])([CH2:5]3)[CH2:14]1)[CH2:9]2. (4) Given the reactants [F:1][C:2]1[CH:3]=[C:4]([CH:9]2[CH2:14][CH2:13][C:12]([CH3:16])([CH3:15])[CH2:11][NH:10]2)[CH:5]=[CH:6][C:7]=1[F:8].[H-].[Na+].Br[CH2:20][C:21]([O:23]C)=[O:22].[OH-:25].[Na+].Cl, predict the reaction product. The product is: [F:1][C:2]1[CH:3]=[C:4]([CH:9]2[N:10]([CH2:20][C:21]([OH:23])=[O:22])[C:11](=[O:25])[C:12]([CH3:16])([CH3:15])[CH2:13][CH2:14]2)[CH:5]=[CH:6][C:7]=1[F:8]. (5) Given the reactants [CH3:1][C:2]1[C:3]([C:8]([OH:10])=[O:9])=[N:4][CH:5]=[CH:6][N:7]=1.Cl.[CH2:12](O)[CH3:13], predict the reaction product. The product is: [CH2:12]([O:9][C:8]([C:3]1[C:2]([CH3:1])=[N:7][CH:6]=[CH:5][N:4]=1)=[O:10])[CH3:13].